From a dataset of Reaction yield outcomes from USPTO patents with 853,638 reactions. Predict the reaction yield, written as a fraction of the theoretical maximum amount of product (1.0 means a 100% yield; for example, 0.34 means a 34% yield). The reactants are C(OC([N:8]1[C@@H:12]([CH2:13][N:14]([C:17]2[CH:22]=[CH:21][C:20]([CH2:23][C:24]3[CH:29]=[CH:28][CH:27]=[CH:26][CH:25]=3)=[CH:19][CH:18]=2)[CH2:15][CH3:16])[CH2:11][O:10]C1(C)C)=O)(C)(C)C.Cl.O1CCOC[CH2:34]1. No catalyst specified. The product is [NH2:8][C@@H:12]([CH2:13][N:14]([C:17]1[CH:22]=[CH:21][C:20]([CH2:23][C:24]2[CH:29]=[CH:28][CH:27]=[CH:26][CH:25]=2)=[CH:19][CH:18]=1)[CH:15]([CH3:16])[CH3:34])[CH2:11][OH:10]. The yield is 0.710.